From a dataset of Reaction yield outcomes from USPTO patents with 853,638 reactions. Predict the reaction yield, written as a fraction of the theoretical maximum amount of product (1.0 means a 100% yield; for example, 0.34 means a 34% yield). (1) The reactants are [C:1](Cl)(=[O:8])[C:2]1[CH:7]=[CH:6][CH:5]=[CH:4][CH:3]=1.[C:10]1(O)([OH:16])[CH2:15][CH2:14][CH2:13][CH2:12][CH2:11]1.N1C=CC=CC=1.[O:24]1CCCC1. No catalyst specified. The product is [C:1]([O:8][CH:13]1[CH2:14][CH2:15][CH:10]([OH:16])[CH2:11][CH2:12]1)(=[O:24])[C:2]1[CH:7]=[CH:6][CH:5]=[CH:4][CH:3]=1. The yield is 0.860. (2) The reactants are [OH-].[Na+].[CH2:3]([O:10][C:11]1[CH:12]=[C:13]2[C:19]([C:20]([O:22]C)=[O:21])=[C:18]([C:24]3[CH:29]=[CH:28][C:27]([F:30])=[CH:26][CH:25]=3)[O:17][C:14]2=[CH:15][N:16]=1)[C:4]1[CH:9]=[CH:8][CH:7]=[CH:6][CH:5]=1. The catalyst is C1COCC1.CO.C(OCC)(=O)C. The product is [CH2:3]([O:10][C:11]1[CH:12]=[C:13]2[C:19]([C:20]([OH:22])=[O:21])=[C:18]([C:24]3[CH:25]=[CH:26][C:27]([F:30])=[CH:28][CH:29]=3)[O:17][C:14]2=[CH:15][N:16]=1)[C:4]1[CH:5]=[CH:6][CH:7]=[CH:8][CH:9]=1. The yield is 1.00. (3) The reactants are [C:1]([O:4][C:5](=[O:7])[CH3:6])(=O)[CH3:2].[CH3:8][N:9]([CH2:11][C:12]1C(O)=C2[O:23][C:24]([CH3:27])([CH3:26])[CH2:25][C:19]2=[C:18]2[C:13]=1[CH2:14][C:15]([CH3:35])([CH3:34])[N:16]=[C:17]2[C:28]1[CH:33]=[CH:32][CH:31]=[CH:30][CH:29]=1)[CH3:10].O. The catalyst is N1C=CC=CC=1. The product is [C:5]([O:4][C:1]1[C:12]([CH2:11][N:9]([CH3:10])[CH3:8])=[C:13]2[C:18](=[C:19]3[CH2:25][C:24]([CH3:27])([CH3:26])[O:23][C:2]=13)[C:17]([C:28]1[CH:29]=[CH:30][CH:31]=[CH:32][CH:33]=1)=[N:16][C:15]([CH3:34])([CH3:35])[CH2:14]2)(=[O:7])[CH3:6]. The yield is 0.720. (4) The reactants are [CH2:1]1[CH:6]2[CH2:7][C:8]3([NH2:11])[CH2:10][CH:4]([CH2:5]2)[CH2:3][CH:2]1[CH2:9]3.[S:12]1[CH:16]=[CH:15][CH:14]=[C:13]1[C:17]1[N:22]=[CH:21][C:20]([CH:23]=O)=[CH:19][N:18]=1. No catalyst specified. The product is [S:12]1[CH:16]=[CH:15][CH:14]=[C:13]1[C:17]1[N:18]=[CH:19][C:20]([CH2:23][NH:11][C:8]23[CH2:10][CH:4]4[CH2:5][CH:6]([CH2:1][CH:2]([CH2:3]4)[CH2:9]2)[CH2:7]3)=[CH:21][N:22]=1. The yield is 0.810.